This data is from Full USPTO retrosynthesis dataset with 1.9M reactions from patents (1976-2016). The task is: Predict the reactants needed to synthesize the given product. (1) Given the product [CH2:44]([N:46]([CH2:50][CH3:51])[CH2:47][CH2:48][NH:49][C:36]([NH:20][C:19]1[CH:21]=[CH:22][C:16]([O:15][C:6]2[C:5]3[C:10](=[CH:11][C:12]([O:13][CH3:14])=[C:3]([O:2][CH3:1])[CH:4]=3)[N:9]=[CH:8][N:7]=2)=[CH:17][C:18]=1[O:23][CH3:24])=[O:42])[CH3:45], predict the reactants needed to synthesize it. The reactants are: [CH3:1][O:2][C:3]1[CH:4]=[C:5]2[C:10](=[CH:11][C:12]=1[O:13][CH3:14])[N:9]=[CH:8][N:7]=[C:6]2[O:15][C:16]1[CH:22]=[CH:21][C:19]([NH2:20])=[C:18]([O:23][CH3:24])[CH:17]=1.C(N(CC)CC)C.ClC(Cl)(O[C:36](=[O:42])OC(Cl)(Cl)Cl)Cl.[CH2:44]([N:46]([CH2:50][CH3:51])[CH2:47][CH2:48][NH2:49])[CH3:45]. (2) Given the product [F:40][C@@H:35]1[CH2:36][CH2:37][CH2:38][CH2:39][C@@H:34]1[O:33][C:30]1[CH:31]=[CH:32][C:27]([C:25]2[N:26]=[C:21]([NH:20][C:17]3[CH:16]=[CH:15][C:14]([CH:11]4[CH2:12][CH2:13][NH:8][CH2:9][CH2:10]4)=[CH:19][CH:18]=3)[N:22]=[CH:23][N:24]=2)=[CH:28][C:29]=1[C:41]#[N:42], predict the reactants needed to synthesize it. The reactants are: C(OC([N:8]1[CH2:13][CH2:12][CH:11]([C:14]2[CH:19]=[CH:18][C:17]([NH:20][C:21]3[N:26]=[C:25]([C:27]4[CH:32]=[CH:31][C:30]([O:33][C@H:34]5[CH2:39][CH2:38][CH2:37][CH2:36][C@H:35]5[F:40])=[C:29]([C:41]#[N:42])[CH:28]=4)[N:24]=[CH:23][N:22]=3)=[CH:16][CH:15]=2)[CH2:10][CH2:9]1)=O)(C)(C)C.[F:40][C@@H:35]1[CH2:36][CH2:37][CH2:38][CH2:39][C@@H:34]1[O:33][C:30]1[CH:31]=[CH:32][C:27]([C:25]2[N:26]=[C:21]([NH:20][C:17]3[CH:16]=[CH:15][C:14]([CH:11]4[CH2:12][CH2:13][NH:8][CH2:9][CH2:10]4)=[CH:19][CH:18]=3)[N:22]=[CH:23][N:24]=2)=[CH:28][C:29]=1[C:41]#[N:42].FC(F)(F)C(O)=O. (3) Given the product [Cl:1][C:2]1[CH:3]=[CH:4][C:5]([C:8]2[N:9]=[C:10]3[CH:15]=[CH:14][CH:13]=[CH:12][N:11]3[C:16]=2[CH2:17][C:18]2[N:22]=[C:21]([C:23]([NH:28][NH2:29])=[O:25])[O:20][N:19]=2)=[CH:6][CH:7]=1, predict the reactants needed to synthesize it. The reactants are: [Cl:1][C:2]1[CH:7]=[CH:6][C:5]([C:8]2[N:9]=[C:10]3[CH:15]=[CH:14][CH:13]=[CH:12][N:11]3[C:16]=2[CH2:17][C:18]2[N:22]=[C:21]([C:23]([O:25]CC)=O)[O:20][N:19]=2)=[CH:4][CH:3]=1.[NH2:28][NH2:29].O. (4) The reactants are: Cl.[CH2:2]([O:9][C:10]1[CH:19]=[CH:18][CH:17]=[C:16]2[C:11]=1[CH2:12][CH2:13][CH2:14][CH:15]2[C:20]([N:22]([C:29]1[CH:30]=[N:31][C:32]([CH:35]([CH3:37])[CH3:36])=[CH:33][CH:34]=1)[CH2:23][C:24]1[CH:25]=[N:26][NH:27][CH:28]=1)=[O:21])[C:3]1[CH:8]=[CH:7][CH:6]=[CH:5][CH:4]=1.[F:38][C:39]1[CH:46]=[CH:45][C:42]([CH2:43]Cl)=[CH:41][CH:40]=1. Given the product [CH2:2]([O:9][C:10]1[CH:19]=[CH:18][CH:17]=[C:16]2[C:11]=1[CH2:12][CH2:13][CH2:14][CH:15]2[C:20]([N:22]([CH2:23][C:24]1[CH:25]=[N:26][N:27]([CH2:43][C:42]2[CH:45]=[CH:46][C:39]([F:38])=[CH:40][CH:41]=2)[CH:28]=1)[C:29]1[CH:30]=[N:31][C:32]([CH:35]([CH3:37])[CH3:36])=[CH:33][CH:34]=1)=[O:21])[C:3]1[CH:8]=[CH:7][CH:6]=[CH:5][CH:4]=1, predict the reactants needed to synthesize it. (5) Given the product [Cl:1][C:2]1[CH:3]=[CH:4][C:5]([C:8]2[N:12]([CH:13]3[CH2:14][CH2:15]3)[C:11](=[O:16])[N:10]([CH:17]([CH3:21])[C:18]([NH:34][C@@H:32]([C:22]3[C:31]4[C:26](=[CH:27][CH:28]=[CH:29][CH:30]=4)[CH:25]=[CH:24][CH:23]=3)[CH3:33])=[O:20])[N:9]=2)=[CH:6][CH:7]=1, predict the reactants needed to synthesize it. The reactants are: [Cl:1][C:2]1[CH:7]=[CH:6][C:5]([C:8]2[N:12]([CH:13]3[CH2:15][CH2:14]3)[C:11](=[O:16])[N:10]([CH:17]([CH3:21])[C:18]([OH:20])=O)[N:9]=2)=[CH:4][CH:3]=1.[C:22]1([C@H:32]([NH2:34])[CH3:33])[C:31]2[C:26](=[CH:27][CH:28]=[CH:29][CH:30]=2)[CH:25]=[CH:24][CH:23]=1.C1C=CC2N(O)N=NC=2C=1.CCN=C=NCCCN(C)C.Cl. (6) The reactants are: C(O[BH-](OC(=O)C)OC(=O)C)(=O)C.[Na+].[CH3:15][NH:16][C:17]([C:19]1[CH:24]=[N:23][C:22]([O:25][CH2:26][C:27]2[CH:37]=[CH:36][C:30]3[CH2:31][CH2:32][NH:33][CH2:34][CH2:35][C:29]=3[CH:28]=2)=[CH:21][N:20]=1)=[O:18].[C:38]1(=O)[CH2:41][CH2:40][CH2:39]1.C(O)(=O)C. Given the product [CH:38]1([N:33]2[CH2:32][CH2:31][C:30]3[CH:36]=[CH:37][C:27]([CH2:26][O:25][C:22]4[N:23]=[CH:24][C:19]([C:17]([NH:16][CH3:15])=[O:18])=[N:20][CH:21]=4)=[CH:28][C:29]=3[CH2:35][CH2:34]2)[CH2:41][CH2:40][CH2:39]1, predict the reactants needed to synthesize it. (7) Given the product [F:19][C:20]1[CH:27]=[CH:26][C:23]([CH2:24][N:3]2[C:2]([CH3:1])=[C:6]([B:7]3[O:11][C:10]([CH3:12])([CH3:13])[C:9]([CH3:15])([CH3:14])[O:8]3)[C:5]([CH3:16])=[N:4]2)=[CH:22][CH:21]=1, predict the reactants needed to synthesize it. The reactants are: [CH3:1][C:2]1[C:6]([B:7]2[O:11][C:10]([CH3:13])([CH3:12])[C:9]([CH3:15])([CH3:14])[O:8]2)=[C:5]([CH3:16])[NH:4][N:3]=1.[H-].[Na+].[F:19][C:20]1[CH:27]=[CH:26][C:23]([CH2:24]Br)=[CH:22][CH:21]=1.O. (8) Given the product [Br:1][C:2]1[CH:3]=[C:4]([C:25]([F:28])([F:27])[F:26])[CH:5]=[C:6]2[C:11]=1[N:10]=[CH:9][N:8]([NH:12][C:35]1[CH:36]=[C:37]([CH:40]=[CH:41][C:34]=1[S:31]([CH2:29][CH3:30])(=[O:32])=[O:33])[C:38]#[N:39])[C:7]2=[O:24], predict the reactants needed to synthesize it. The reactants are: [Br:1][C:2]1[CH:3]=[C:4]([C:25]([F:28])([F:27])[F:26])[CH:5]=[C:6]2[C:11]=1[N:10]=[CH:9][N:8]([NH:12]C1C=C(C=CC=1SCC)C#N)[C:7]2=[O:24].[CH2:29]([S:31]([C:34]1[CH:41]=[CH:40][C:37]([C:38]#[N:39])=[CH:36][C:35]=1C)(=[O:33])=[O:32])[CH3:30].